From a dataset of Forward reaction prediction with 1.9M reactions from USPTO patents (1976-2016). Predict the product of the given reaction. (1) The product is: [C:1]([C:5]1[CH:10]=[CH:9][CH:8]=[CH:7][C:6]=1[N:11]1[CH2:12][CH2:13][N:14]([C:17]([C:19]2[N:20]([CH3:29])[C:21]3[C:26]([CH:27]=2)=[CH:25][C:24]([O:28][CH2:31][C:32]([O:34][CH3:35])=[O:33])=[CH:23][CH:22]=3)=[O:18])[CH2:15][CH2:16]1)([CH3:4])([CH3:2])[CH3:3]. Given the reactants [C:1]([C:5]1[CH:10]=[CH:9][CH:8]=[CH:7][C:6]=1[N:11]1[CH2:16][CH2:15][N:14]([C:17]([C:19]2[N:20]([CH3:29])[C:21]3[C:26]([CH:27]=2)=[CH:25][C:24]([OH:28])=[CH:23][CH:22]=3)=[O:18])[CH2:13][CH2:12]1)([CH3:4])([CH3:3])[CH3:2].Br[CH2:31][C:32]([O:34][CH3:35])=[O:33].C(=O)([O-])[O-].[K+].[K+].CN(C)C=O, predict the reaction product. (2) Given the reactants [NH2:1][C:2]1[N:7]=[C:6](Cl)[N:5]=[C:4]([Cl:9])[N:3]=1.C(=O)([O-])[O-].[K+].[K+].[NH2:16][C:17]1[CH:22]=[CH:21][CH:20]=[CH:19][C:18]=1[C:23]1[CH:28]=[CH:27][CH:26]=[CH:25][CH:24]=1, predict the reaction product. The product is: [C:18]1([C:23]2[CH:24]=[CH:25][CH:26]=[CH:27][CH:28]=2)[CH:19]=[CH:20][CH:21]=[CH:22][C:17]=1[NH:16][C:6]1[N:7]=[C:2]([NH2:1])[N:3]=[C:4]([Cl:9])[N:5]=1. (3) Given the reactants [C:1]1([CH:7]([C:10]2[CH:15]=[CH:14][CH:13]=[CH:12][CH:11]=2)[CH:8]=[CH2:9])[CH:6]=[CH:5][CH:4]=[CH:3][CH:2]=1.C1C=C(Cl)C=C(C(OO)=[O:24])C=1, predict the reaction product. The product is: [CH:7]([CH:8]1[CH2:9][O:24]1)([C:10]1[CH:11]=[CH:12][CH:13]=[CH:14][CH:15]=1)[C:1]1[CH:6]=[CH:5][CH:4]=[CH:3][CH:2]=1. (4) Given the reactants [Cl:1][C:2]1[N:7]=[C:6]([NH2:8])[N:5]=[C:4]([NH2:9])[C:3]=1I.[C:11]([C:13]1[CH:14]=[CH:15][C:16]([NH2:19])=[N:17][CH:18]=1)#[CH:12].C(N(CC)CC)C, predict the reaction product. The product is: [NH2:19][C:16]1[N:17]=[CH:18][C:13]([C:11]#[C:12][C:3]2[C:4]([NH2:9])=[N:5][C:6]([NH2:8])=[N:7][C:2]=2[Cl:1])=[CH:14][CH:15]=1.